From a dataset of Full USPTO retrosynthesis dataset with 1.9M reactions from patents (1976-2016). Predict the reactants needed to synthesize the given product. (1) The reactants are: [F:1][C:2]1([F:25])[CH2:7][CH2:6][N:5]([C:8]([C:10]2[N:11]=[C:12]([C:15]([N:17](C(=O)C(O)(C)C)[NH2:18])=[O:16])[S:13][CH:14]=2)=[O:9])[CH2:4][CH2:3]1.Br[C:27]1[CH:32]=[CH:31][C:30]([S:33]([NH:36][C@@H:37]([CH3:42])[C:38]([F:41])([F:40])[F:39])(=[O:35])=[O:34])=[C:29]([F:43])[C:28]=1[Cl:44].[C:45](O)(=O)[C:46]([CH3:49])(C)[CH3:47].C([O-])(=[O:54])C.[K+]. Given the product [Cl:44][C:28]1[C:29]([F:43])=[C:30]([S:33]([NH:36][C@@H:37]([CH3:42])[C:38]([F:41])([F:40])[F:39])(=[O:35])=[O:34])[CH:31]=[CH:32][C:27]=1[C:14]1[S:13][C:12]([C:15]2[O:16][C:45]([C:46]([OH:54])([CH3:49])[CH3:47])=[N:18][N:17]=2)=[N:11][C:10]=1[C:8]([N:5]1[CH2:4][CH2:3][C:2]([F:1])([F:25])[CH2:7][CH2:6]1)=[O:9], predict the reactants needed to synthesize it. (2) Given the product [C:1]12([CH:11]([OH:24])[CH2:12][NH:13][C:14]3[C:15]4[CH2:23][CH2:22][N:21]([C:32](=[O:34])[CH2:31][N:29]5[CH2:30][C@@H:26]([OH:25])[CH2:27][C:28]5=[O:48])[CH2:20][C:16]=4[N:17]=[CH:18][N:19]=3)[CH2:2][CH:3]3[CH2:4][CH:5]([CH2:6][CH:7]([CH2:9]3)[CH2:8]1)[CH2:10]2, predict the reactants needed to synthesize it. The reactants are: [C:1]12([CH:11]([OH:24])[CH2:12][NH:13][C:14]3[C:15]4[CH2:23][CH2:22][NH:21][CH2:20][C:16]=4[N:17]=[CH:18][N:19]=3)[CH2:10][CH:5]3[CH2:6][CH:7]([CH2:9][CH:3]([CH2:4]3)[CH2:2]1)[CH2:8]2.[OH:25][C@@H:26]1[CH2:30][N:29]([CH2:31][C:32]([OH:34])=O)[CH2:28][CH2:27]1.Cl.CN(C)CCCN=C=NCC.O.[OH:48]N1C2C=CC=CC=2N=N1.C(N(CC)C(C)C)(C)C. (3) Given the product [N:10]1[CH:9]=[C:8]([C:11]2[N:16]=[C:15]([NH:17][C@H:18]([C:20]3[CH:25]=[CH:24][CH:23]=[CH:22][CH:21]=3)[CH3:19])[CH:14]=[N:13][CH:12]=2)[N:6]2[CH:7]=[CH:2][CH:3]=[CH:4][C:5]=12, predict the reactants needed to synthesize it. The reactants are: Cl[C:2]1[CH:3]=[CH:4][C:5]2[N:6]([C:8]([C:11]3[N:16]=[C:15]([NH:17][C@H:18]([C:20]4[CH:25]=[CH:24][CH:23]=[CH:22][CH:21]=4)[CH3:19])[CH:14]=[N:13][CH:12]=3)=[CH:9][N:10]=2)[CH:7]=1.C([O-])=O.[NH4+].